This data is from Full USPTO retrosynthesis dataset with 1.9M reactions from patents (1976-2016). The task is: Predict the reactants needed to synthesize the given product. (1) Given the product [I:22][C:3]1[C:4]2[CH2:9][CH2:8][CH2:7][CH2:6][C:5]=2[S:1][C:2]=1[NH:10][C:11]([C:13]1[CH2:17][CH2:16][CH2:15][C:14]=1[C:18]([O:20][CH3:21])=[O:19])=[O:12], predict the reactants needed to synthesize it. The reactants are: [S:1]1[C:5]2[CH2:6][CH2:7][CH2:8][CH2:9][C:4]=2[CH:3]=[C:2]1[NH:10][C:11]([C:13]1[CH2:17][CH2:16][CH2:15][C:14]=1[C:18]([O:20][CH3:21])=[O:19])=[O:12].[I:22]I.C([O-])(O)=O.[Na+].CCOC(C)=O. (2) Given the product [C:1]([O:5][C:6](=[O:27])[C:7]([S:10][C:11]1[S:12][CH:13]=[C:14]([CH2:16][CH2:17][NH:19][CH2:20][CH2:21][CH2:22][CH2:23][CH2:24][CH2:25][CH3:26])[N:15]=1)([CH3:9])[CH3:8])([CH3:4])([CH3:3])[CH3:2], predict the reactants needed to synthesize it. The reactants are: [C:1]([O:5][C:6](=[O:27])[C:7]([S:10][C:11]1[S:12][CH:13]=[C:14]([CH2:16][C:17]([NH:19][CH2:20][CH2:21][CH2:22][CH2:23][CH2:24][CH2:25][CH3:26])=O)[N:15]=1)([CH3:9])[CH3:8])([CH3:4])([CH3:3])[CH3:2].CO. (3) Given the product [CH3:50][C:46]1([CH3:51])[CH2:47][CH2:48][CH2:49][N:44]([CH2:42][CH2:41][O:10][C:8]2[CH:7]=[CH:6][C:36]([CH2:37][CH2:32][CH2:31][NH:3][C:4]3[CH:9]=[C:8]([O:10][CH3:11])[C:7]([O:12][CH3:13])=[CH:6][C:5]=3[CH:14]3[CH2:23][CH2:22][C:21]4[CH:20]=[C:19]([OH:24])[CH:18]=[CH:17][C:16]=4[CH2:15]3)=[CH:35][CH:34]=2)[CH2:45]1, predict the reactants needed to synthesize it. The reactants are: C([N:3]([C:31](=O)[C:32]1[CH:37]=[CH:36][C:35](O)=[CH:34]C=1)[C:4]1[CH:9]=[C:8]([O:10][CH3:11])[C:7]([O:12][CH3:13])=[CH:6][C:5]=1[CH:14]1[CH2:23][CH2:22][C:21]2[CH:20]=[C:19]([O:24]C(=O)C(C)(C)C)[CH:18]=[CH:17][C:16]=2[CH2:15]1)C.Br[CH2:41][C:42]([N:44]1[CH2:49][CH2:48][CH2:47][C:46]([CH3:51])([CH3:50])[CH2:45]1)=O. (4) Given the product [Cl:11][C:4]1[CH:5]=[C:6]2[C:10](=[C:2]([C:21]([OH:23])=[O:22])[CH:3]=1)[NH:9][N:8]=[CH:7]2, predict the reactants needed to synthesize it. The reactants are: Br[C:2]1[CH:3]=[C:4]([Cl:11])[CH:5]=[C:6]2[C:10]=1[NH:9][N:8]=[CH:7]2.[H-].[Na+].[H][H].C([Li])(C)(C)C.[C:21](=[O:23])=[O:22]. (5) Given the product [ClH:37].[ClH:37].[C:1]1([C:7]2[C:8]([N:16]3[CH2:17][CH2:18][NH:19][CH2:20][CH2:21]3)=[C:9]3[CH:15]=[CH:14][NH:13][C:10]3=[N:11][CH:12]=2)[CH:2]=[CH:3][CH:4]=[CH:5][CH:6]=1, predict the reactants needed to synthesize it. The reactants are: [C:1]1([C:7]2[C:8]([N:16]3[CH2:21][CH2:20][N:19](C(OC(C)(C)C)=O)[CH2:18][CH2:17]3)=[C:9]3[CH:15]=[CH:14][NH:13][C:10]3=[N:11][CH:12]=2)[CH:6]=[CH:5][CH:4]=[CH:3][CH:2]=1.C(O)(C(F)(F)F)=O.C(Cl)[Cl:37]. (6) Given the product [CH3:1][N:2]([CH3:11])[CH2:3][CH2:4][N:5]1[CH2:10][CH2:9][N:8]([CH2:21][CH:19]([OH:20])[CH2:18][O:17][CH2:16][CH2:15][CH2:14][Si:13]([CH3:12])([CH3:28])[CH2:22][CH2:23][Si:24]([CH3:27])([CH3:26])[CH3:25])[CH2:7][CH2:6]1, predict the reactants needed to synthesize it. The reactants are: [CH3:1][N:2]([CH3:11])[CH2:3][CH2:4][N:5]1[CH2:10][CH2:9][NH:8][CH2:7][CH2:6]1.[CH3:12][Si:13]([CH3:28])([CH2:22][CH2:23][Si:24]([CH3:27])([CH3:26])[CH3:25])[CH2:14][CH2:15][CH2:16][O:17][CH2:18][CH:19]1[CH2:21][O:20]1. (7) Given the product [CH3:1][O:2][C:3]([C:5]1[CH2:9][C@@H:8]([CH3:10])[CH2:7][C:6]=1[O:11][S:21]([C:24]([F:27])([F:26])[F:25])(=[O:23])=[O:22])=[O:4], predict the reactants needed to synthesize it. The reactants are: [CH3:1][O:2][C:3]([C@@H:5]1[CH2:9][CH:8]([CH3:10])[CH2:7][C:6]1=[O:11])=[O:4].C(N(C(C)C)CC)(C)C.[S:21](O[S:21]([C:24]([F:27])([F:26])[F:25])(=[O:23])=[O:22])([C:24]([F:27])([F:26])[F:25])(=[O:23])=[O:22].